This data is from Reaction yield outcomes from USPTO patents with 853,638 reactions. The task is: Predict the reaction yield, written as a fraction of the theoretical maximum amount of product (1.0 means a 100% yield; for example, 0.34 means a 34% yield). The reactants are C(N(C(C)C)C(C)C)C.[C:10]1([C:16](=[N:23][CH2:24][C:25]2([C:31]([NH:33][C:34]3[CH:39]=[C:38]([C:40]([F:43])([F:42])[F:41])[CH:37]=[CH:36][N:35]=3)=[O:32])[CH2:30][CH2:29][NH:28][CH2:27][CH2:26]2)[C:17]2[CH:22]=[CH:21][CH:20]=[CH:19][CH:18]=2)[CH:15]=[CH:14][CH:13]=[CH:12][CH:11]=1.Cl[C:45]1[C:46]2[CH:53]=[CH:52][NH:51][C:47]=2[N:48]=[CH:49][N:50]=1. The catalyst is C(O)CCC.CCOC(C)=O. The product is [C:10]1([C:16](=[N:23][CH2:24][C:25]2([C:31]([NH:33][C:34]3[CH:39]=[C:38]([C:40]([F:42])([F:43])[F:41])[CH:37]=[CH:36][N:35]=3)=[O:32])[CH2:30][CH2:29][N:28]([C:45]3[C:46]4[CH:53]=[CH:52][NH:51][C:47]=4[N:48]=[CH:49][N:50]=3)[CH2:27][CH2:26]2)[C:17]2[CH:18]=[CH:19][CH:20]=[CH:21][CH:22]=2)[CH:11]=[CH:12][CH:13]=[CH:14][CH:15]=1. The yield is 0.710.